Dataset: Full USPTO retrosynthesis dataset with 1.9M reactions from patents (1976-2016). Task: Predict the reactants needed to synthesize the given product. (1) Given the product [CH3:1][N:2]1[CH2:6][CH2:5][N:4]([C@@H:7]2[CH2:12][CH2:11][CH2:10][NH:9][CH2:8]2)[C:3]1=[O:20], predict the reactants needed to synthesize it. The reactants are: [CH3:1][N:2]1[CH2:6][CH2:5][N:4]([C@@H:7]2[CH2:12][CH2:11][CH2:10][N:9](C(OC(C)(C)C)=O)[CH2:8]2)[C:3]1=[O:20].Cl. (2) Given the product [CH2:19]([O:18][C:15]1[CH:16]=[CH:17][C:12]([CH:11]=[C:6]2[NH:7][C:8](=[O:10])[C:9](=[CH:27][C:28]3[CH:33]=[CH:32][CH:31]=[CH:30][CH:29]=3)[NH:4][C:5]2=[O:26])=[N:13][CH:14]=1)[C:20]1[CH:21]=[CH:22][CH:23]=[CH:24][CH:25]=1, predict the reactants needed to synthesize it. The reactants are: C([N:4]1[CH2:9][C:8](=[O:10])[NH:7][C:6](=[CH:11][C:12]2[CH:17]=[CH:16][C:15]([O:18][CH2:19][C:20]3[CH:25]=[CH:24][CH:23]=[CH:22][CH:21]=3)=[CH:14][N:13]=2)[C:5]1=[O:26])(=O)C.[CH:27](=O)[C:28]1[CH:33]=[CH:32][CH:31]=[CH:30][CH:29]=1.C(N(CC)CC)C. (3) The reactants are: Cl[C:2]1[N:7]=[CH:6][N:5]=[C:4]([NH:8][CH2:9][C:10]2[CH:15]=[CH:14][N:13]=[CH:12][CH:11]=2)[CH:3]=1.[N+:16]([C:19]1[CH:25]=[CH:24][CH:23]=[CH:22][C:20]=1[NH2:21])([O-:18])=[O:17].CC1(C)C2C(=C(P(C3C=CC=CC=3)C3C=CC=CC=3)C=CC=2)OC2C(P(C3C=CC=CC=3)C3C=CC=CC=3)=CC=CC1=2.C([O-])([O-])=O.[Cs+].[Cs+]. Given the product [N+:16]([C:19]1[CH:25]=[CH:24][CH:23]=[CH:22][C:20]=1[NH:21][C:2]1[CH:3]=[C:4]([NH:8][CH2:9][C:10]2[CH:15]=[CH:14][N:13]=[CH:12][CH:11]=2)[N:5]=[CH:6][N:7]=1)([O-:18])=[O:17], predict the reactants needed to synthesize it. (4) Given the product [C:18]([N:8]1[C:9]2[C:5](=[C:4]([N+:1]([O-:3])=[O:2])[CH:12]=[CH:11][CH:10]=2)[CH:6]=[CH:7]1)([O:17][C:14]([CH3:16])([CH3:15])[CH3:13])=[O:19], predict the reactants needed to synthesize it. The reactants are: [N+:1]([C:4]1[CH:12]=[CH:11][CH:10]=[C:9]2[C:5]=1[CH:6]=[CH:7][NH:8]2)([O-:3])=[O:2].[CH3:13][C:14]([O:17][C:18](O[C:18]([O:17][C:14]([CH3:16])([CH3:15])[CH3:13])=[O:19])=[O:19])([CH3:16])[CH3:15]. (5) Given the product [F:21][CH:2]([F:1])[C:3]([C:5]1[CH:10]=[CH:9][C:8]([C:23]2[CH:28]=[CH:27][C:26]([F:29])=[CH:25][N:24]=2)=[CH:7][C:6]=1[F:20])=[O:4], predict the reactants needed to synthesize it. The reactants are: [F:1][CH:2]([F:21])[C:3]([C:5]1[CH:10]=[CH:9][C:8](B2OC(C)(C)C(C)(C)O2)=[CH:7][C:6]=1[F:20])=[O:4].Br[C:23]1[CH:28]=[CH:27][C:26]([F:29])=[CH:25][N:24]=1.C([O-])([O-])=O.[Na+].[Na+]. (6) Given the product [Cl:9][C:10]1[CH:15]=[C:14]([NH:16][C:17]2[C:26]3[C:21](=[CH:22][CH:23]=[CH:24][C:25]=3[O:8][CH2:7][C@@H:2]3[CH2:3][CH2:4][CH2:5][CH2:6][NH:1]3)[N:20]=[CH:19][N:18]=2)[CH:13]=[CH:12][C:11]=1[OH:28], predict the reactants needed to synthesize it. The reactants are: [NH:1]1[CH2:6][CH2:5][CH2:4][CH2:3][C@H:2]1[CH2:7][OH:8].[Cl:9][C:10]1[CH:15]=[C:14]([NH:16][C:17]2[C:26]3[C:21](=[CH:22][CH:23]=[CH:24][C:25]=3F)[N:20]=[CH:19][N:18]=2)[CH:13]=[CH:12][C:11]=1[OH:28]. (7) Given the product [F:1][C:2]1[CH:7]=[CH:6][C:5]([C:8]([CH3:28])([CH3:27])[CH2:9][NH:10][C:11]2[N:16]=[N:15][C:14]([C:17]3[CH:18]=[C:19]4[C:23](=[CH:24][CH:25]=3)[NH:22][N:21]=[C:20]4[NH:26][C:29](=[O:31])[CH3:30])=[CH:13][CH:12]=2)=[CH:4][CH:3]=1, predict the reactants needed to synthesize it. The reactants are: [F:1][C:2]1[CH:7]=[CH:6][C:5]([C:8]([CH3:28])([CH3:27])[CH2:9][NH:10][C:11]2[N:16]=[N:15][C:14]([C:17]3[CH:18]=[C:19]4[C:23](=[CH:24][CH:25]=3)[NH:22][N:21]=[C:20]4[NH2:26])=[CH:13][CH:12]=2)=[CH:4][CH:3]=1.[C:29](Cl)(=[O:31])[CH3:30]. (8) Given the product [F:9][C:10]1[C:15]([C:17]([O:19][CH3:20])=[O:18])=[CH:14][CH:13]=[CH:12][N:11]=1, predict the reactants needed to synthesize it. The reactants are: C([N-]C(C)C)(C)C.[Li+].[F:9][C:10]1[CH:15]=[CH:14][CH:13]=[CH:12][N:11]=1.Cl[C:17]([O:19][CH3:20])=[O:18].O. (9) Given the product [C:1]([C:3]1[CH:8]=[CH:7][C:6]([CH:9]2[C:18]3[C:13](=[CH:14][CH:15]=[N:16][C:17]=3[O:19][CH2:20][CH3:21])[NH:12][C:11]([CH3:22])=[C:10]2[C:23]([NH2:39])=[O:24])=[C:5]([O:26][C:27]([F:28])([F:30])[F:29])[CH:4]=1)#[N:2], predict the reactants needed to synthesize it. The reactants are: [C:1]([C:3]1[CH:8]=[CH:7][C:6]([CH:9]2[C:18]3[C:13](=[CH:14][CH:15]=[N:16][C:17]=3[O:19][CH2:20][CH3:21])[NH:12][C:11]([CH3:22])=[C:10]2[C:23](O)=[O:24])=[C:5]([O:26][C:27]([F:30])([F:29])[F:28])[CH:4]=1)#[N:2].C(OCC)(=O)C.C(N1C=CN=C1)([N:39]1C=CN=C1)=O.N.